This data is from Full USPTO retrosynthesis dataset with 1.9M reactions from patents (1976-2016). The task is: Predict the reactants needed to synthesize the given product. (1) Given the product [F:33][CH2:32][CH2:31][O:1][CH:2]1[C:7]([O:8][CH3:9])([O:10][CH3:11])[CH2:6][CH2:5][N:4]([C:12]([O:14][C:15]([CH3:18])([CH3:17])[CH3:16])=[O:13])[CH2:3]1, predict the reactants needed to synthesize it. The reactants are: [OH:1][CH:2]1[C:7]([O:10][CH3:11])([O:8][CH3:9])[CH2:6][CH2:5][N:4]([C:12]([O:14][C:15]([CH3:18])([CH3:17])[CH3:16])=[O:13])[CH2:3]1.[H-].[Na+].C1(C)C=CC(S(O[CH2:31][CH2:32][F:33])(=O)=O)=CC=1. (2) The reactants are: [CH:1]1([CH2:6][CH:7]([C:19]2[CH:24]=[CH:23][C:22]([S:25]([CH3:28])(=[O:27])=[O:26])=[CH:21][CH:20]=2)[C:8](=O)[CH2:9][CH2:10][C:11]([C:13]2[S:14][CH:15]=[CH:16][N:17]=2)=O)[CH2:5][CH2:4][CH2:3][CH2:2]1.C([O-])(=O)C.[NH4+:33]. Given the product [CH:1]1([CH2:6][CH:7]([C:8]2[NH:33][C:11]([C:13]3[S:14][CH:15]=[CH:16][N:17]=3)=[CH:10][CH:9]=2)[C:19]2[CH:24]=[CH:23][C:22]([S:25]([CH3:28])(=[O:27])=[O:26])=[CH:21][CH:20]=2)[CH2:5][CH2:4][CH2:3][CH2:2]1, predict the reactants needed to synthesize it. (3) Given the product [NH2:1][C:2]1[N:10]=[CH:9][N:8]=[C:7]2[C:3]=1[N:4]=[CH:5][N:6]2[C@@H:11]1[O:12][C@H:13]([CH2:21][N:22]([CH3:38])[CH2:23][CH2:24][CH2:25][NH:26][C:27]([NH:29][C:30]2[CH:35]=[CH:34][CH:33]=[C:32]([CH2:36][CH3:37])[CH:31]=2)=[O:28])[C@@H:14]([OH:18])[C@H:15]1[OH:16], predict the reactants needed to synthesize it. The reactants are: [NH2:1][C:2]1[N:10]=[CH:9][N:8]=[C:7]2[C:3]=1[N:4]=[CH:5][N:6]2[C@H:11]1[C@@H:15]2[O:16]C(C)(C)[O:18][C@@H:14]2[C@@H:13]([CH2:21][N:22]([CH3:38])[CH2:23][CH2:24][CH2:25][NH:26][C:27]([NH:29][C:30]2[CH:35]=[CH:34][CH:33]=[C:32]([CH2:36][CH3:37])[CH:31]=2)=[O:28])[O:12]1.C([O-])([O-])=O.[K+].[K+].O. (4) Given the product [F:1][C:2]1[CH:7]=[C:6]([C:8]2[O:9][C:10]3[CH:16]=[C:15]([F:17])[CH:14]=[CH:13][C:11]=3[N:12]=2)[CH:5]=[CH:4][C:3]=1[C:18]([N:20]1[CH2:25][CH2:24][NH:23][CH2:22][CH2:21]1)=[O:19], predict the reactants needed to synthesize it. The reactants are: [F:1][C:2]1[CH:7]=[C:6]([C:8]2[O:9][C:10]3[CH:16]=[C:15]([F:17])[CH:14]=[CH:13][C:11]=3[N:12]=2)[CH:5]=[CH:4][C:3]=1[C:18]([N:20]1[CH2:25][CH2:24][N:23](C(OC(C)(C)C)=O)[CH2:22][CH2:21]1)=[O:19].Cl. (5) Given the product [Cl:30][C:19]1[C:20]([NH:22][C@@H:23]2[CH2:28][CH2:27][CH2:26][CH2:25][C@H:24]2[OH:29])=[N:21][C:16]([NH:14][C:11]2[CH:12]=[CH:13][C:6]3[CH2:5][CH2:4][N:3]([CH2:1][CH3:2])[CH2:9][CH2:8][C:7]=3[CH:10]=2)=[N:17][CH:18]=1, predict the reactants needed to synthesize it. The reactants are: [CH2:1]([N:3]1[CH2:9][CH2:8][C:7]2[CH:10]=[C:11]([NH2:14])[CH:12]=[CH:13][C:6]=2[CH2:5][CH2:4]1)[CH3:2].Cl[C:16]1[N:21]=[C:20]([NH:22][C@@H:23]2[CH2:28][CH2:27][CH2:26][CH2:25][C@H:24]2[OH:29])[C:19]([Cl:30])=[CH:18][N:17]=1. (6) Given the product [NH2:9][CH:10]1[CH2:15][CH2:14][CH:13]([NH:16][C@@H:24]2[CH2:26][C@H:25]2[C:27]2[S:31][C:30]([C:32]3[CH:33]=[C:34]([NH:38][S:39]([C:42]4[CH:47]=[CH:46][CH:45]=[CH:44][C:43]=4[C:48]#[N:49])(=[O:41])=[O:40])[CH:35]=[CH:36][CH:37]=3)=[N:29][CH:28]=2)[CH2:12][CH2:11]1, predict the reactants needed to synthesize it. The reactants are: Cl.C(OC([NH:9][CH:10]1[CH2:15][CH2:14][CH:13]([N:16]([C@@H:24]2[CH2:26][C@H:25]2[C:27]2[S:31][C:30]([C:32]3[CH:37]=[CH:36][CH:35]=[C:34]([NH:38][S:39]([C:42]4[CH:47]=[CH:46][CH:45]=[CH:44][C:43]=4[C:48]#[N:49])(=[O:41])=[O:40])[CH:33]=3)=[N:29][CH:28]=2)C(=O)OC(C)(C)C)[CH2:12][CH2:11]1)=O)(C)(C)C.